The task is: Predict which catalyst facilitates the given reaction.. This data is from Catalyst prediction with 721,799 reactions and 888 catalyst types from USPTO. (1) Reactant: [CH2:1]([C:5]1[N:6]=[C:7]2[CH:22]=[CH:21][CH:20]=[CH:19][N:8]2[C:9](=[O:18])[C:10]=1[C:11]1[CH:16]=[CH:15][C:14]([OH:17])=[CH:13][CH:12]=1)[CH2:2][CH2:3][CH3:4].O[C@H:24]1[CH2:28][CH2:27][N:26]([C:29]([O:31][C:32]([CH3:35])([CH3:34])[CH3:33])=[O:30])[CH2:25]1.C1(P(C2C=CC=CC=2)C2C=CC=CC=2)C=CC=CC=1.N(C(OCC)=O)=NC(OCC)=O. Product: [CH2:1]([C:5]1[N:6]=[C:7]2[CH:22]=[CH:21][CH:20]=[CH:19][N:8]2[C:9](=[O:18])[C:10]=1[C:11]1[CH:16]=[CH:15][C:14]([O:17][C@@H:28]2[CH2:24][CH2:25][N:26]([C:29]([O:31][C:32]([CH3:35])([CH3:34])[CH3:33])=[O:30])[CH2:27]2)=[CH:13][CH:12]=1)[CH2:2][CH2:3][CH3:4]. The catalyst class is: 7. (2) Reactant: [CH3:1][C:2]1[CH:11]=[CH:10][C:9]2[C:4](=[CH:5][CH:6]=[C:7]([CH:12]=[O:13])[CH:8]=2)[N:3]=1.[BH4-].[Na+]. Product: [CH3:1][C:2]1[CH:11]=[CH:10][C:9]2[C:4](=[CH:5][CH:6]=[C:7]([CH2:12][OH:13])[CH:8]=2)[N:3]=1. The catalyst class is: 1. (3) Reactant: [NH4+].[N:2]#[C:3][S-:4].[CH3:5][O:6][C:7]1[CH:12]=[CH:11][C:10]([NH2:13])=[CH:9][CH:8]=1. Product: [CH3:5][O:6][C:7]1[CH:12]=[CH:11][C:10]([NH:13][C:3]([NH2:2])=[S:4])=[CH:9][CH:8]=1. The catalyst class is: 126. (4) Reactant: [C:1]([NH:8][CH2:9][C:10]([OH:12])=O)([O:3][C:4]([CH3:7])([CH3:6])[CH3:5])=[O:2].C(Cl)CCl.CCN(C(C)C)C(C)C.[O:26]=[C:27]([N:39]1[CH2:44][CH2:43][NH:42][CH2:41][CH2:40]1)[CH2:28][N:29]1[C:33](=[O:34])[C:32]2[CH:35]=[CH:36][CH:37]=[CH:38][C:31]=2[S:30]1. Product: [O:12]=[C:10]([N:42]1[CH2:43][CH2:44][N:39]([C:27](=[O:26])[CH2:28][N:29]2[C:33](=[O:34])[C:32]3[CH:35]=[CH:36][CH:37]=[CH:38][C:31]=3[S:30]2)[CH2:40][CH2:41]1)[CH2:9][NH:8][C:1](=[O:2])[O:3][C:4]([CH3:5])([CH3:6])[CH3:7]. The catalyst class is: 79.